From a dataset of Peptide-MHC class II binding affinity with 134,281 pairs from IEDB. Regression. Given a peptide amino acid sequence and an MHC pseudo amino acid sequence, predict their binding affinity value. This is MHC class II binding data. (1) The peptide sequence is ECYVQRFHLIKNTFG. The MHC is DRB4_0101 with pseudo-sequence DRB4_0103. The binding affinity (normalized) is 0.457. (2) The peptide sequence is MGKATTEEQKLIEDV. The MHC is DRB1_0701 with pseudo-sequence DRB1_0701. The binding affinity (normalized) is 0.291. (3) The peptide sequence is QVPLVQQQQYLGQQQP. The MHC is DRB1_1201 with pseudo-sequence DRB1_1201. The binding affinity (normalized) is 0.396. (4) The peptide sequence is NLALSIKYNKEGDSM. The MHC is DRB1_0401 with pseudo-sequence DRB1_0401. The binding affinity (normalized) is 0.294. (5) The peptide sequence is KLTITGKGTLDGQGK. The MHC is DRB1_0101 with pseudo-sequence DRB1_0101. The binding affinity (normalized) is 0.409. (6) The peptide sequence is VAISRYLGKQFGLSG. The MHC is HLA-DQA10301-DQB10301 with pseudo-sequence HLA-DQA10301-DQB10301. The binding affinity (normalized) is 0.460. (7) The peptide sequence is LIEKINAGFKAALAA. The MHC is HLA-DQA10104-DQB10503 with pseudo-sequence HLA-DQA10104-DQB10503. The binding affinity (normalized) is 0.746. (8) The peptide sequence is FVAAAKYMVIQGEPG. The MHC is DRB1_1501 with pseudo-sequence DRB1_1501. The binding affinity (normalized) is 0.420. (9) The peptide sequence is KEYTFPITLSSTSNP. The MHC is DRB5_0101 with pseudo-sequence DRB5_0101. The binding affinity (normalized) is 0.202.